Dataset: Forward reaction prediction with 1.9M reactions from USPTO patents (1976-2016). Task: Predict the product of the given reaction. (1) Given the reactants [C:1]([O:5][C:6]([NH:8][CH2:9][CH:10]1[CH2:15][CH2:14][N:13]([CH2:16][C:17]2([C:22]([O:24]C)=[O:23])[CH2:21][CH2:20][CH2:19][CH2:18]2)[CH2:12][CH2:11]1)=[O:7])([CH3:4])([CH3:3])[CH3:2].Cl, predict the reaction product. The product is: [C:1]([O:5][C:6]([NH:8][CH2:9][CH:10]1[CH2:11][CH2:12][N:13]([CH2:16][C:17]2([C:22]([OH:24])=[O:23])[CH2:21][CH2:20][CH2:19][CH2:18]2)[CH2:14][CH2:15]1)=[O:7])([CH3:4])([CH3:2])[CH3:3]. (2) Given the reactants [Cl:1][C:2]1[CH:3]=[C:4]([C:9]2[S:13][CH:12]=[C:11]([C:14](=[N:16][NH:17][C:18]([C:20]3[S:24][C:23]([C:25]([O:27]C)=[O:26])=[CH:22][CH:21]=3)=[O:19])[CH3:15])[C:10]=2[OH:29])[CH:5]=[CH:6][C:7]=1[Cl:8].[OH-].[Na+], predict the reaction product. The product is: [Cl:1][C:2]1[CH:3]=[C:4]([C:9]2[S:13][CH:12]=[C:11]([C:14](=[N:16][NH:17][C:18]([C:20]3[S:24][C:23]([C:25]([OH:27])=[O:26])=[CH:22][CH:21]=3)=[O:19])[CH3:15])[C:10]=2[OH:29])[CH:5]=[CH:6][C:7]=1[Cl:8].